From a dataset of Catalyst prediction with 721,799 reactions and 888 catalyst types from USPTO. Predict which catalyst facilitates the given reaction. (1) Reactant: [CH:1]([N:4]1[C:8]([SH:9])=[N:7][C:6]([C:10]2[CH:15]=[CH:14][N:13]=[CH:12][CH:11]=2)=[N:5]1)([CH3:3])[CH3:2].[Cl:16][C:17]1[CH:18]=[C:19]([NH:23][C:24](=[O:27])[CH2:25]Cl)[CH:20]=[CH:21][CH:22]=1.C(N(CC)CC)C. Product: [Cl:16][C:17]1[CH:18]=[C:19]([NH:23][C:24](=[O:27])[CH2:25][S:9][C:8]2[N:4]([CH:1]([CH3:3])[CH3:2])[N:5]=[C:6]([C:10]3[CH:15]=[CH:14][N:13]=[CH:12][CH:11]=3)[N:7]=2)[CH:20]=[CH:21][CH:22]=1. The catalyst class is: 4. (2) Reactant: Cl[C:2]1[N:3]([CH:12]([CH3:14])[CH3:13])[C:4]2[CH:9]=[C:8]([Cl:10])[N:7]=[CH:6][C:5]=2[N:11]=1.[C:15]([O:19][C:20]([N:22]1[CH2:25][CH:24]([OH:26])[CH2:23]1)=[O:21])([CH3:18])([CH3:17])[CH3:16].C(=O)([O-])[O-].[Cs+].[Cs+]. Product: [C:15]([O:19][C:20]([N:22]1[CH2:25][CH:24]([O:26][C:2]2[N:3]([CH:12]([CH3:14])[CH3:13])[C:4]3[CH:9]=[C:8]([Cl:10])[N:7]=[CH:6][C:5]=3[N:11]=2)[CH2:23]1)=[O:21])([CH3:18])([CH3:16])[CH3:17]. The catalyst class is: 35. (3) Reactant: [Cl:1][C:2]1[CH:36]=[CH:35][C:5]([CH2:6][CH2:7][NH:8][C:9]([C:11]2[CH:34]=[CH:33][C:14]([O:15][C:16]3[CH:21]=[CH:20][C:19]([CH:22]([F:30])[C:23]([O:25]C(C)(C)C)=[O:24])=[CH:18][C:17]=3[C:31]#[N:32])=[CH:13][CH:12]=2)=[O:10])=[CH:4][CH:3]=1.C(O)(C(F)(F)F)=O. The catalyst class is: 4. Product: [Cl:1][C:2]1[CH:3]=[CH:4][C:5]([CH2:6][CH2:7][NH:8][C:9]([C:11]2[CH:34]=[CH:33][C:14]([O:15][C:16]3[CH:21]=[CH:20][C:19]([CH:22]([F:30])[C:23]([OH:25])=[O:24])=[CH:18][C:17]=3[C:31]#[N:32])=[CH:13][CH:12]=2)=[O:10])=[CH:35][CH:36]=1. (4) Reactant: CC[Mg+].[Br-].Br[C:6]1[S:7][CH:8]=[CH:9][C:10]=1[CH3:11].[O:12]=[C:13]1[CH2:18][CH2:17][N:16]([C:19]([O:21][C:22]([CH3:25])([CH3:24])[CH3:23])=[O:20])[CH2:15][CH2:14]1.Cl. Product: [OH:12][C:13]1([C:6]2[S:7][CH:8]=[CH:9][C:10]=2[CH3:11])[CH2:14][CH2:15][N:16]([C:19]([O:21][C:22]([CH3:25])([CH3:24])[CH3:23])=[O:20])[CH2:17][CH2:18]1. The catalyst class is: 49.